Dataset: Reaction yield outcomes from USPTO patents with 853,638 reactions. Task: Predict the reaction yield, written as a fraction of the theoretical maximum amount of product (1.0 means a 100% yield; for example, 0.34 means a 34% yield). (1) The reactants are [NH2:1][C@:2]12[CH2:37][CH2:36][C@@H:35]([C:38]([CH3:40])=[CH2:39])[C@@H:3]1[C@@H:4]1[C@@:17]([CH3:20])([CH2:18][CH2:19]2)[C@@:16]2([CH3:21])[C@@H:7]([C@:8]3([CH3:34])[C@@H:13]([CH2:14][CH2:15]2)[C:12]([CH3:23])([CH3:22])[C:11]([C:24]2[CH:33]=[CH:32][C:27]([C:28]([O:30]C)=[O:29])=[CH:26][CH:25]=2)=[CH:10][CH2:9]3)[CH2:6][CH2:5]1.CN(C)CCC(N[C@]12CC[C@@H](C(C)=C)[C@@H]1[C@@H]1[C@@](C)(CC2)[C@@]2(C)[C@@H]([C@]3(C)[C@@H](CC2)C(C)(C)C(C2C=CC(C(O)=O)=CC=2)=CC3)CC1)=O.[C:87]([O:91][C:92]([N:94]1[CH2:98][C:97]([F:100])([F:99])[CH2:96][C@H:95]1[C:101]([OH:103])=O)=[O:93])([CH3:90])([CH3:89])[CH3:88]. No catalyst specified. The product is [C:87]([O:91][C:92]([N:94]1[CH2:98][C:97]([F:99])([F:100])[CH2:96][C@H:95]1[C:101]([NH:1][C@:2]12[CH2:37][CH2:36][C@@H:35]([C:38]([CH3:40])=[CH2:39])[C@@H:3]1[C@@H:4]1[C@@:17]([CH3:20])([CH2:18][CH2:19]2)[C@@:16]2([CH3:21])[C@@H:7]([C@:8]3([CH3:34])[C@@H:13]([CH2:14][CH2:15]2)[C:12]([CH3:23])([CH3:22])[C:11]([C:24]2[CH:25]=[CH:26][C:27]([C:28]([OH:30])=[O:29])=[CH:32][CH:33]=2)=[CH:10][CH2:9]3)[CH2:6][CH2:5]1)=[O:103])=[O:93])([CH3:88])([CH3:89])[CH3:90]. The yield is 0.290. (2) The reactants are [CH2:1]([O:8][C:9]1[CH:14]=[C:13]([OH:15])[CH:12]=[CH:11][C:10]=1/[CH:16]=[CH:17]/[C:18]([O:20][CH2:21][CH3:22])=[O:19])[C:2]1[CH:7]=[CH:6][CH:5]=[CH:4][CH:3]=1.I[CH:24]([CH3:26])[CH3:25].C(=O)([O-])[O-].[K+].[K+].O. The catalyst is CN(C)C=O. The product is [CH2:1]([O:8][C:9]1[CH:14]=[C:13]([O:15][CH:24]([CH3:26])[CH3:25])[CH:12]=[CH:11][C:10]=1/[CH:16]=[CH:17]/[C:18]([O:20][CH2:21][CH3:22])=[O:19])[C:2]1[CH:3]=[CH:4][CH:5]=[CH:6][CH:7]=1. The yield is 0.860. (3) The reactants are [CH3:1][C:2]1[CH:18]=[CH:17][CH:16]=[CH:15][C:3]=1[CH2:4][C:5]1[O:9][N:8]=[C:7]([C:10]([O:12]CC)=O)[N:6]=1.Cl.[Cl:20][C:21]1[CH:22]=[C:23]2[C:27](=[CH:28][CH:29]=1)[NH:26][CH:25]=[C:24]2[CH2:30][CH2:31][NH2:32].CN(C(ON1N=NC2C=CC=NC1=2)=[N+](C)C)C.F[P-](F)(F)(F)(F)F.C(N(CC)C(C)C)(C)C. The catalyst is C1COCC1.[OH-].[Na+].O.CN(C=O)C. The product is [Cl:20][C:21]1[CH:22]=[C:23]2[C:27](=[CH:28][CH:29]=1)[NH:26][CH:25]=[C:24]2[CH2:30][CH2:31][NH:32][C:10]([C:7]1[N:6]=[C:5]([CH2:4][C:3]2[CH:15]=[CH:16][CH:17]=[CH:18][C:2]=2[CH3:1])[O:9][N:8]=1)=[O:12]. The yield is 0.350. (4) The reactants are [NH2:1][C:2]1[N:7]=[C:6]([CH2:8][CH2:9][C:10]([NH:12][C:13]2[CH:18]=[CH:17][CH:16]=[CH:15][CH:14]=2)=[O:11])[C:5]([C:19]2[CH:24]=[CH:23][C:22]([N+:25]([O-])=O)=[CH:21][CH:20]=2)=[C:4]([NH2:28])[N:3]=1.[Cl:29][C:30]1[CH:37]=[CH:36][C:33]([CH:34]=O)=[CH:32][CH:31]=1.[BH3-]C#N.[Na+]. The catalyst is C(O)(=O)C.C([O-])(O)=O.[Na+].[Pd]. The product is [NH2:1][C:2]1[N:7]=[C:6]([CH2:8][CH2:9][C:10]([NH:12][C:13]2[CH:18]=[CH:17][CH:16]=[CH:15][CH:14]=2)=[O:11])[C:5]([C:19]2[CH:24]=[CH:23][C:22]([NH:25][CH2:34][C:33]3[CH:36]=[CH:37][C:30]([Cl:29])=[CH:31][CH:32]=3)=[CH:21][CH:20]=2)=[C:4]([NH2:28])[N:3]=1. The yield is 0.150. (5) The reactants are [H-].[Na+].[CH2:3]([O:7][C:8]1[CH:9]=[C:10]([CH:14]([C:17]([O:19][C:20]([CH3:23])([CH3:22])[CH3:21])=[O:18])[CH2:15][NH2:16])[CH:11]=[CH:12][CH:13]=1)[CH2:4][CH2:5][CH3:6].Cl[CH2:25][C:26]([N:28]([CH3:30])[CH3:29])=[O:27].O. The catalyst is CN(C=O)C. The product is [CH2:3]([O:7][C:8]1[CH:9]=[C:10]([CH:14]([C:17]([O:19][C:20]([CH3:22])([CH3:21])[CH3:23])=[O:18])[CH2:15][NH:16][CH2:25][C:26]([N:28]([CH3:30])[CH3:29])=[O:27])[CH:11]=[CH:12][CH:13]=1)[CH2:4][CH2:5][CH3:6]. The yield is 0.750. (6) The reactants are Cl[CH2:2][CH2:3][CH2:4][Si:5]([CH:10]=[CH2:11])([CH:8]=[CH2:9])[CH:6]=[CH2:7].[C-:12]#[N:13].[Na+]. The catalyst is CN(C)C=O. The product is [C:12]([CH2:2][CH2:3][CH2:4][Si:5]([CH:10]=[CH2:11])([CH:8]=[CH2:9])[CH:6]=[CH2:7])#[N:13]. The yield is 0.860. (7) The reactants are Cl[C:2]1[CH:7]=[C:6]([C:8]2[CH:13]=[C:12]([Br:14])[CH:11]=[CH:10][C:9]=2[O:15][CH2:16][CH3:17])[N:5]=[CH:4][N:3]=1.[NH2:18][C:19]1[CH:24]=[CH:23][C:22]([CH2:25][CH2:26][OH:27])=[CH:21][CH:20]=1. No catalyst specified. The product is [Br:14][C:12]1[CH:11]=[CH:10][C:9]([O:15][CH2:16][CH3:17])=[C:8]([C:6]2[N:5]=[CH:4][N:3]=[C:2]([NH:18][C:19]3[CH:24]=[CH:23][C:22]([CH2:25][CH2:26][OH:27])=[CH:21][CH:20]=3)[CH:7]=2)[CH:13]=1. The yield is 0.110. (8) The reactants are CO[CH:3](OC)[N:4]([CH3:6])[CH3:5].[Cl:9][C:10]1[CH:15]=[CH:14][C:13]([C:16](=[O:24])[C:17]2[CH:22]=[CH:21][C:20]([OH:23])=[CH:19][CH:18]=2)=[CH:12][C:11]=1[S:25]([NH2:28])(=[O:27])=[O:26]. The catalyst is C(#N)C. The product is [Cl:9][C:10]1[CH:15]=[CH:14][C:13]([C:16](=[O:24])[C:17]2[CH:18]=[CH:19][C:20]([OH:23])=[CH:21][CH:22]=2)=[CH:12][C:11]=1[S:25]([N:28]=[CH:3][N:4]([CH3:5])[CH3:6])(=[O:27])=[O:26]. The yield is 0.810.